From a dataset of Full USPTO retrosynthesis dataset with 1.9M reactions from patents (1976-2016). Predict the reactants needed to synthesize the given product. (1) Given the product [Cl:3][C:4]1[CH:5]=[C:6]([C:14]2[O:18][N:17]=[C:16]([C:19]3[C:20]([O:32][CH3:33])=[C:21]([CH2:25][CH2:26][C:27]([OH:29])=[O:28])[CH:22]=[CH:23][CH:24]=3)[N:15]=2)[CH:7]=[CH:8][C:9]=1[O:10][CH:11]([CH3:12])[CH3:13], predict the reactants needed to synthesize it. The reactants are: [OH-].[Na+].[Cl:3][C:4]1[CH:5]=[C:6]([C:14]2[O:18][N:17]=[C:16]([C:19]3[C:20]([O:32][CH3:33])=[C:21]([CH2:25][CH2:26][C:27]([O:29]CC)=[O:28])[CH:22]=[CH:23][CH:24]=3)[N:15]=2)[CH:7]=[CH:8][C:9]=1[O:10][CH:11]([CH3:13])[CH3:12].Cl. (2) Given the product [CH3:1][C@@:2]12[C@@H:10]([OH:11])[CH2:9][CH2:8][C@H:7]1[C@@H:6]1[CH2:12][CH2:13][C:14]3[C@@:20]([CH2:21][OH:40])([C@H:5]1[CH2:4][CH2:3]2)[CH2:19][CH2:18][C:16](=[O:17])[CH:15]=3, predict the reactants needed to synthesize it. The reactants are: [CH3:1][C@@:2]12[C@@H:10]([OH:11])[CH2:9][CH2:8][C@H:7]1[C@@H:6]1[CH2:12][CH2:13][C:14]3[C@@:20]([CH3:21])([C@H:5]1[CH2:4][CH2:3]2)[CH2:19][CH2:18][C:16](=[O:17])[CH:15]=3.C[C@@]12[C@@H]([OH:40])CC[C@H]1[C@H]1[C@@H](C3C=CC(O)=CC=3CC1)CC2. (3) Given the product [NH:2]1[CH2:7][CH2:6][CH2:5][CH2:4][C@@H:3]1[CH2:8][O:9][C:13]1[C:21]2[C:20]3[CH:22]=[C:23]([C:26]#[N:27])[N:24]=[CH:25][C:19]=3[N:18]([CH2:28][O:29][CH2:30][CH2:31][Si:32]([CH3:35])([CH3:34])[CH3:33])[C:17]=2[N:16]=[CH:15][CH:14]=1, predict the reactants needed to synthesize it. The reactants are: Cl.[NH:2]1[CH2:7][CH2:6][CH2:5][CH2:4][C@@H:3]1[CH2:8][OH:9].[H-].[Na+].Cl[C:13]1[C:21]2[C:20]3[CH:22]=[C:23]([C:26]#[N:27])[N:24]=[CH:25][C:19]=3[N:18]([CH2:28][O:29][CH2:30][CH2:31][Si:32]([CH3:35])([CH3:34])[CH3:33])[C:17]=2[N:16]=[CH:15][CH:14]=1. (4) Given the product [C:26]([Si:23]([CH3:25])([CH3:24])[O:22][CH2:21][CH2:20][N:15]1[C:16]2[CH:17]=[C:18]3[NH:19][C:7]([C:4]4[CH:3]=[C:2]([CH3:1])[NH:6][N:5]=4)=[N:9][C:10]3=[CH:11][C:12]=2[C:13]([CH3:32])([CH3:31])[C:14]1=[O:30])([CH3:29])([CH3:28])[CH3:27], predict the reactants needed to synthesize it. The reactants are: [CH3:1][C:2]1[NH:6][N:5]=[C:4]([CH:7]=O)[CH:3]=1.[NH2:9][C:10]1[CH:11]=[C:12]2[C:16](=[CH:17][C:18]=1[NH2:19])[N:15]([CH2:20][CH2:21][O:22][Si:23]([C:26]([CH3:29])([CH3:28])[CH3:27])([CH3:25])[CH3:24])[C:14](=[O:30])[C:13]2([CH3:32])[CH3:31]. (5) Given the product [Cl:33][C:19]1[C:18]2[C:23](=[CH:24][CH:25]=[C:16]([C:8]([C:5]3[CH:6]=[CH:7][C:2]([Cl:1])=[CH:3][CH:4]=3)([C:10]3[CH:11]=[N:12][CH:13]=[CH:14][CH:15]=3)[OH:9])[CH:17]=2)[N:22]=[C:21]([C:42]2[CH:43]=[N:44][CH:45]=[CH:46][CH:47]=2)[C:20]=1[C:27]1[CH:28]=[CH:29][CH:30]=[CH:31][CH:32]=1, predict the reactants needed to synthesize it. The reactants are: [Cl:1][C:2]1[CH:7]=[CH:6][C:5]([C:8]([C:16]2[CH:17]=[C:18]3[C:23](=[CH:24][CH:25]=2)[N:22]=[C:21](Cl)[C:20]([C:27]2[CH:32]=[CH:31][CH:30]=[CH:29][CH:28]=2)=[C:19]3[Cl:33])([C:10]2[CH:11]=[N:12][CH:13]=[CH:14][CH:15]=2)[OH:9])=[CH:4][CH:3]=1.CC1(C)C(C)(C)OB([C:42]2[CH:43]=[N:44][CH:45]=[CH:46][CH:47]=2)O1.C([O-])([O-])=O.[K+].[K+].O. (6) The reactants are: [C:1]([O:9][C@H:10]1[C@@H:15]([OH:16])[C@H:14]([O:17][C:18](=[O:25])[C:19]2[CH:24]=[CH:23][CH:22]=[CH:21][CH:20]=2)[C@@H:13]([CH2:26][O:27][C:28](=[O:35])[C:29]2[CH:34]=[CH:33][CH:32]=[CH:31][CH:30]=2)[O:12][C@@H:11]1[O:36][C@H:37]1[C@H:50]([O:51][C:52](=[O:59])[C:53]2[CH:58]=[CH:57][CH:56]=[CH:55][CH:54]=2)[C@@H:49]([CH2:60][O:61][C:62](=[O:69])[C:63]2[CH:68]=[CH:67][CH:66]=[CH:65][CH:64]=2)[O:48][C@H:39]([O:40][CH2:41][C:42]2[CH:47]=[CH:46][CH:45]=[CH:44][CH:43]=2)[C@H:38]1[O:70][C:71](=[O:78])[C:72]1[CH:77]=[CH:76][CH:75]=[CH:74][CH:73]=1)(=[O:8])[C:2]1[CH:7]=[CH:6][CH:5]=[CH:4][CH:3]=1.ClC(Cl)(Cl)C(=N)O[C@H:83]1[O:115][C@H:114]([CH2:116][O:117][C:118](=[O:125])[C:119]2[CH:124]=[CH:123][CH:122]=[CH:121][CH:120]=2)[C@@H:104]([O:105][C:106](=[O:113])[C:107]2[CH:112]=[CH:111][CH:110]=[CH:109][CH:108]=2)[C@H:94]([O:95][C:96](=[O:103])[C:97]2[CH:102]=[CH:101][CH:100]=[CH:99][CH:98]=2)[C@@H:84]1[O:85][C:86](=[O:93])[C:87]1[CH:92]=[CH:91][CH:90]=[CH:89][CH:88]=1.[Si](OS(C(F)(F)F)(=O)=O)(C)(C)C.N1C=CC=CC=1.C(Cl)(=O)C1C=CC=CC=1. Given the product [C:86]([O:85][C@H:84]1[C@@H:94]([O:95][C:96](=[O:103])[C:97]2[CH:102]=[CH:101][CH:100]=[CH:99][CH:98]=2)[C@H:104]([O:105][C:106](=[O:113])[C:107]2[CH:108]=[CH:109][CH:110]=[CH:111][CH:112]=2)[C@@H:114]([CH2:116][O:117][C:118](=[O:125])[C:119]2[CH:120]=[CH:121][CH:122]=[CH:123][CH:124]=2)[O:115][C@@H:83]1[O:16][C@H:15]1[C@H:14]([O:17][C:18](=[O:25])[C:19]2[CH:24]=[CH:23][CH:22]=[CH:21][CH:20]=2)[C@@H:13]([CH2:26][O:27][C:28](=[O:35])[C:29]2[CH:30]=[CH:31][CH:32]=[CH:33][CH:34]=2)[O:12][C@H:11]([O:36][C@H:37]2[C@H:50]([O:51][C:52](=[O:59])[C:53]3[CH:54]=[CH:55][CH:56]=[CH:57][CH:58]=3)[C@@H:49]([CH2:60][O:61][C:62](=[O:69])[C:63]3[CH:64]=[CH:65][CH:66]=[CH:67][CH:68]=3)[O:48][C@H:39]([O:40][CH2:41][C:42]3[CH:47]=[CH:46][CH:45]=[CH:44][CH:43]=3)[C@H:38]2[O:70][C:71](=[O:78])[C:72]2[CH:73]=[CH:74][CH:75]=[CH:76][CH:77]=2)[C@H:10]1[O:9][C:1](=[O:8])[C:2]1[CH:7]=[CH:6][CH:5]=[CH:4][CH:3]=1)(=[O:93])[C:87]1[CH:92]=[CH:91][CH:90]=[CH:89][CH:88]=1, predict the reactants needed to synthesize it. (7) Given the product [Cl:22][C:23]1[C:28]([CH2:29][O:16][C:11]2[CH:12]=[CH:13][CH:14]=[C:15]3[C:10]=2[N:9]=[C:8]([CH3:17])[CH:7]=[C:6]3[O:5][CH2:4][C:3]2[CH:18]=[CH:19][CH:20]=[CH:21][C:2]=2[F:1])=[C:27]([Cl:31])[CH:26]=[CH:25][C:24]=1[N:32]([CH3:51])[C:33](=[O:50])[CH2:34][NH:35][C:36](=[O:49])[CH2:37][CH2:38][C:39]1[CH:40]=[CH:41][C:42]([C:45]([NH:47][CH3:48])=[O:46])=[N:43][CH:44]=1, predict the reactants needed to synthesize it. The reactants are: [F:1][C:2]1[CH:21]=[CH:20][CH:19]=[CH:18][C:3]=1[CH2:4][O:5][C:6]1[C:15]2[C:10](=[C:11]([OH:16])[CH:12]=[CH:13][CH:14]=2)[N:9]=[C:8]([CH3:17])[CH:7]=1.[Cl:22][C:23]1[C:28]([CH2:29]Cl)=[C:27]([Cl:31])[CH:26]=[CH:25][C:24]=1[N:32]([CH3:51])[C:33](=[O:50])[CH2:34][NH:35][C:36](=[O:49])[CH2:37][CH2:38][C:39]1[CH:40]=[CH:41][C:42]([C:45]([NH:47][CH3:48])=[O:46])=[N:43][CH:44]=1. (8) Given the product [CH2:25]([N:32]1[CH:36]=[C:35]([C:37]([O:39][CH2:40][CH3:41])=[O:38])[C:34]([O:42][CH2:2][C:3]2[CH:21]=[CH:20][C:6]([O:7][CH2:8][C:9]3[N:10]=[C:11]([C:15]4[O:16][CH:17]=[CH:18][CH:19]=4)[O:12][C:13]=3[CH3:14])=[C:5]([O:22][CH2:23][CH3:24])[CH:4]=2)=[N:33]1)[C:26]1[CH:27]=[CH:28][CH:29]=[CH:30][CH:31]=1, predict the reactants needed to synthesize it. The reactants are: Cl[CH2:2][C:3]1[CH:21]=[CH:20][C:6]([O:7][CH2:8][C:9]2[N:10]=[C:11]([C:15]3[O:16][CH:17]=[CH:18][CH:19]=3)[O:12][C:13]=2[CH3:14])=[C:5]([O:22][CH2:23][CH3:24])[CH:4]=1.[CH2:25]([N:32]1[CH:36]=[C:35]([C:37]([O:39][CH2:40][CH3:41])=[O:38])[C:34]([OH:42])=[N:33]1)[C:26]1[CH:31]=[CH:30][CH:29]=[CH:28][CH:27]=1.C(=O)([O-])[O-].[K+].[K+].CN(C)C=O. (9) Given the product [Cl:12][CH2:13][CH2:14][NH:15][C:16]([NH:7][CH2:6][CH2:5][O:4][C:3]([F:9])([F:8])[F:2])=[O:17], predict the reactants needed to synthesize it. The reactants are: Cl.[F:2][C:3]([F:9])([F:8])[O:4][CH2:5][CH2:6][NH2:7].[H-].[Na+].[Cl:12][CH2:13][CH2:14][N:15]=[C:16]=[O:17].CCOC(C)=O.